Dataset: Retrosynthesis with 50K atom-mapped reactions and 10 reaction types from USPTO. Task: Predict the reactants needed to synthesize the given product. (1) Given the product CCOC(=O)CN1CCc2cc(OC)ccc2C1=O, predict the reactants needed to synthesize it. The reactants are: CCOC(=O)CCl.COc1ccc2c(c1)CCNC2=O. (2) The reactants are: CCOC(=O)c1sc(N2C[C@@H](C)N(Cc3ccc(F)cc3)C2=O)nc1C. Given the product Cc1nc(N2C[C@@H](C)N(Cc3ccc(F)cc3)C2=O)sc1C(=O)O, predict the reactants needed to synthesize it. (3) Given the product CCCNCCCc1ccc(F)cc1, predict the reactants needed to synthesize it. The reactants are: CCCN.O=CCCc1ccc(F)cc1. (4) Given the product CC(C)(C)OC(=O)N1C[C@@H](NC(=O)OCc2ccccc2)[C@H](C(=O)O)C1, predict the reactants needed to synthesize it. The reactants are: CCOC(=O)[C@@H]1CN(C(=O)OC(C)(C)C)C[C@H]1NC(=O)OCc1ccccc1. (5) Given the product COc1ccc(C#N)cc1OC1COCC1OCc1ccccc1, predict the reactants needed to synthesize it. The reactants are: COc1ccc(C#N)cc1OC1COCC1O.ClCc1ccccc1. (6) Given the product CC(=O)N[C@H]1C[C@@H](C(=O)N2CCC[C@@H]2C(=O)NC[C@H]2CCCN(CC3CCCCC3)C2)N(C(=O)CC(c2ccccc2)(c2ccccc2)c2ccccc2)C1, predict the reactants needed to synthesize it. The reactants are: CC(=O)OC(C)=O.N[C@H]1C[C@@H](C(=O)N2CCC[C@@H]2C(=O)NC[C@H]2CCCN(CC3CCCCC3)C2)N(C(=O)CC(c2ccccc2)(c2ccccc2)c2ccccc2)C1.